Task: Predict the reaction yield, written as a fraction of the theoretical maximum amount of product (1.0 means a 100% yield; for example, 0.34 means a 34% yield).. Dataset: Reaction yield outcomes from USPTO patents with 853,638 reactions (1) The reactants are [Cl:1][C:2]1[CH:3]=[C:4]([NH:16][C:17]2[C:26]3[C:21](=[CH:22][CH:23]=[CH:24][C:25]=3[O:27][CH2:28][C:29]([N:32]([CH3:34])[CH3:33])([CH3:31])[CH3:30])[N:20]=[CH:19][N:18]=2)[CH:5]=[CH:6][C:7]=1[O:8][CH2:9][C:10]1[CH:15]=[CH:14][CH:13]=C[N:11]=1.ClCC1C=C(C)[O:39]N=1. No catalyst specified. The product is [Cl:1][C:2]1[CH:3]=[C:4]([NH:16][C:17]2[C:26]3[C:21](=[CH:22][CH:23]=[CH:24][C:25]=3[O:27][CH2:28][C:29]([N:32]([CH3:34])[CH3:33])([CH3:31])[CH3:30])[N:20]=[CH:19][N:18]=2)[CH:5]=[CH:6][C:7]=1[O:8][CH2:9][C:10]1[CH:15]=[C:14]([CH3:13])[O:39][N:11]=1. The yield is 0.630. (2) The reactants are O.NN.[N+:4]([C:7]1[CH:8]=[CH:9][C:10]2[CH2:16][CH2:15][CH2:14][NH:13][C:12](=[O:17])[C:11]=2[CH:18]=1)([O-])=O. The catalyst is [Pd].C(O)C. The product is [NH2:4][C:7]1[CH:8]=[CH:9][C:10]2[CH2:16][CH2:15][CH2:14][NH:13][C:12](=[O:17])[C:11]=2[CH:18]=1. The yield is 0.910. (3) The yield is 0.840. The catalyst is ClCCl. The reactants are N1[CH:6]=[CH:5]C=CC=1.[CH2:7]([C:9]1([OH:12])[CH2:11][CH2:10]1)[CH3:8].[Br:13][CH2:14][C:15](Br)=[O:16]. The product is [Br:13][CH2:14][C:15]([O:12][C:9]1([CH2:7][CH3:8])[CH2:11][CH2:10][CH2:6][CH2:5]1)=[O:16]. (4) The reactants are Cl.[CH3:2][NH:3][O:4][CH3:5].ON1C2C=CC=CC=2N=N1.Cl.C(N=C=NCCCN(C)C)C.CN1CCOCC1.[C:35]([N:42]1[CH2:47][CH2:46][CH:45]([C:48]([OH:50])=O)[CH2:44][CH2:43]1)([O:37][C:38]([CH3:41])([CH3:40])[CH3:39])=[O:36]. The catalyst is CN(C=O)C.CCOC(C)=O. The product is [CH3:5][O:4][N:3]([CH3:2])[C:48]([CH:45]1[CH2:44][CH2:43][N:42]([C:35]([O:37][C:38]([CH3:39])([CH3:40])[CH3:41])=[O:36])[CH2:47][CH2:46]1)=[O:50]. The yield is 0.950.